This data is from Full USPTO retrosynthesis dataset with 1.9M reactions from patents (1976-2016). The task is: Predict the reactants needed to synthesize the given product. Given the product [Cl:1][C:2]1[CH:3]=[C:4]([CH:14]([C:17]2[CH:22]=[CH:21][CH:20]=[C:19]([Cl:23])[CH:18]=2)[N:15]2[C:33]3[C:28](=[CH:27][C:26]([O:25][CH3:24])=[CH:35][CH:34]=3)[C:29]([NH2:45])=[CH:30][CH2:31]2)[CH:5]=[CH:6][C:7]=1[CH2:8][N:9]1[CH2:13][CH2:12][CH2:11][CH2:10]1, predict the reactants needed to synthesize it. The reactants are: [Cl:1][C:2]1[CH:3]=[C:4]([C:14]([C:17]2[CH:22]=[CH:21][CH:20]=[C:19]([Cl:23])[CH:18]=2)=[N:15]O)[CH:5]=[CH:6][C:7]=1[CH2:8][N:9]1[CH2:13][CH2:12][CH2:11][CH2:10]1.[CH3:24][O:25][C:26]1[CH:27]=[C:28]2[C:33](=[CH:34][CH:35]=1)N=[CH:31][CH:30]=[C:29]2Cl.ClC1C=C2C(C(N)=CC[N:45]2C(C2C=CC=C(Cl)C=2)C2C=CC(CN3CCCC3)=CC=2)=CC=1.